Dataset: Full USPTO retrosynthesis dataset with 1.9M reactions from patents (1976-2016). Task: Predict the reactants needed to synthesize the given product. (1) Given the product [C:27]([N:30]1[CH2:34][CH2:33][CH2:32][CH:31]1[C:35]1[CH:36]=[C:37]([NH:4][C:52](=[O:55])[O:53][C:57]([CH3:63])([CH3:62])[CH3:58])[CH:41]=[CH:42][C:43]=1[O:44][CH2:45][C:46]1[CH:47]=[CH:48][CH:49]=[CH:50][CH:51]=1)(=[O:29])[CH3:28], predict the reactants needed to synthesize it. The reactants are: C([N:4](C(C)C)CC)(C)C.C1(P(N=[N+]=[N-])(C2C=CC=CC=2)=O)C=CC=CC=1.[C:27]([N:30]1[CH2:34][CH2:33][CH2:32][CH:31]1[C:35]1[CH:36]=[C:37]([CH:41]=[CH:42][C:43]=1[O:44][CH2:45][C:46]1[CH:51]=[CH:50][CH:49]=[CH:48][CH:47]=1)C(O)=O)(=[O:29])[CH3:28].[C:52](=[O:55])(O)[O-:53].[Na+].[C:57]1([CH3:63])[CH:62]=CC=C[CH:58]=1. (2) Given the product [NH2:1][CH2:4][C@H:5]([NH:10][C:11]([C:13]1[N:17]2[CH:18]=[CH:19][CH:20]=[C:21]([O:22][CH2:23][C:24]3[C:25]([F:31])=[CH:26][CH:27]=[CH:28][C:29]=3[F:30])[C:16]2=[N:15][C:14]=1[CH3:32])=[O:12])[CH2:6][CH2:7][CH2:8][CH3:9], predict the reactants needed to synthesize it. The reactants are: [N:1]([CH2:4][C@H:5]([NH:10][C:11]([C:13]1[N:17]2[CH:18]=[CH:19][CH:20]=[C:21]([O:22][CH2:23][C:24]3[C:29]([F:30])=[CH:28][CH:27]=[CH:26][C:25]=3[F:31])[C:16]2=[N:15][C:14]=1[CH3:32])=[O:12])[CH2:6][CH2:7][CH2:8][CH3:9])=[N+]=[N-].C1(P(C2C=CC=CC=2)C2C=CC=CC=2)C=CC=CC=1. (3) Given the product [CH2:9]([O:8][C:6]1[CH:5]=[CH:4][C:3]([S:16][C:17]2[CH:18]=[CH:19][C:20]([OH:23])=[CH:21][CH:22]=2)=[C:2]([NH:1][C:38]2[C:26]3[CH:31]=[CH:30][C:29]([CH2:32][CH3:33])=[N:28][C:27]=3[N:34]=[CH:35][N:36]=2)[CH:7]=1)[C:10]1[CH:11]=[CH:12][CH:13]=[CH:14][CH:15]=1, predict the reactants needed to synthesize it. The reactants are: [NH2:1][C:2]1[CH:7]=[C:6]([O:8][CH2:9][C:10]2[CH:15]=[CH:14][CH:13]=[CH:12][CH:11]=2)[CH:5]=[CH:4][C:3]=1[S:16][C:17]1[CH:22]=[CH:21][C:20]([OH:23])=[CH:19][CH:18]=1.C([C:26]1[C:27]([N:34]=[CH:35][N:36]([CH3:38])C)=[N:28][C:29]([CH2:32][CH3:33])=[CH:30][CH:31]=1)#N.NC1C=C(OCC2C=CC(OC)=CC=2)C=CC=1SC1C=CC(O)=CC=1.C(C1C(N=CN(C)C)=NC(C)=CC=1)#N. (4) Given the product [C:7]([CH2:9][C:10]([O:1][CH2:2][Si:3]([CH3:6])([CH3:5])[CH3:4])=[O:11])#[N:8], predict the reactants needed to synthesize it. The reactants are: [OH:1][CH2:2][Si:3]([CH3:6])([CH3:5])[CH3:4].[C:7]([CH2:9][C:10](O)=[O:11])#[N:8]. (5) Given the product [C:35]([N:21]1[CH2:22][C@H:18]2[C@H:17]([C:25]3[CH:30]=[CH:29][C:28]([F:31])=[CH:27][C:26]=3[CH3:32])[C@@H:16]([O:15][C@@H:13]([C:5]3[CH:6]=[C:7]([C:9]([F:12])([F:10])[F:11])[CH:8]=[C:3]([C:2]([F:1])([F:33])[F:34])[CH:4]=3)[CH3:14])[O:24][CH2:23][C@@H:19]2[CH2:20]1)(=[O:37])[CH3:36], predict the reactants needed to synthesize it. The reactants are: [F:1][C:2]([F:34])([F:33])[C:3]1[CH:4]=[C:5]([C@H:13]([O:15][C@H:16]2[O:24][CH2:23][C@@H:19]3[CH2:20][NH:21][CH2:22][C@H:18]3[C@@H:17]2[C:25]2[CH:30]=[CH:29][C:28]([F:31])=[CH:27][C:26]=2[CH3:32])[CH3:14])[CH:6]=[C:7]([C:9]([F:12])([F:11])[F:10])[CH:8]=1.[C:35](OC(=O)C)(=[O:37])[CH3:36]. (6) Given the product [CH2:5]([O:12][C:13](=[O:14])[NH:18][CH2:3][CH2:2][OH:4])[C:6]1[CH:11]=[CH:10][CH:9]=[CH:8][CH:7]=1, predict the reactants needed to synthesize it. The reactants are: N[CH:2]([OH:4])[CH3:3].[CH2:5]([O:12][C:13](Cl)=[O:14])[C:6]1[CH:11]=[CH:10][CH:9]=[CH:8][CH:7]=1.C([N:18](CC)CC)C. (7) Given the product [F:1][C:2]1[CH:9]=[CH:8][CH:7]=[C:6]([F:10])[C:3]=1[CH2:4][P:14](=[O:18])([O:15][CH2:16][CH3:17])[O:13][CH2:11][CH3:12], predict the reactants needed to synthesize it. The reactants are: [F:1][C:2]1[CH:9]=[CH:8][CH:7]=[C:6]([F:10])[C:3]=1[CH2:4]Br.[CH2:11]([O:13][P:14]([O:18]CC)[O:15][CH2:16][CH3:17])[CH3:12].